Regression. Given two drug SMILES strings and cell line genomic features, predict the synergy score measuring deviation from expected non-interaction effect. From a dataset of NCI-60 drug combinations with 297,098 pairs across 59 cell lines. Drug 1: CN1C(=O)N2C=NC(=C2N=N1)C(=O)N. Drug 2: CC1=C(C(=CC=C1)Cl)NC(=O)C2=CN=C(S2)NC3=CC(=NC(=N3)C)N4CCN(CC4)CCO. Cell line: NCI/ADR-RES. Synergy scores: CSS=-1.49, Synergy_ZIP=4.26, Synergy_Bliss=4.77, Synergy_Loewe=0.542, Synergy_HSA=-0.976.